This data is from Reaction yield outcomes from USPTO patents with 853,638 reactions. The task is: Predict the reaction yield, written as a fraction of the theoretical maximum amount of product (1.0 means a 100% yield; for example, 0.34 means a 34% yield). (1) The reactants are [C:1]([N:8]1[CH2:11][C:10](=[O:12])[CH2:9]1)([O:3][C:4]([CH3:7])([CH3:6])[CH3:5])=[O:2].[CH2:13]([Sn:17]([CH2:30][CH2:31][CH2:32][CH3:33])([CH2:26][CH2:27][CH2:28][CH3:29])[C:18]#[C:19][C:20]1[CH:25]=[CH:24][CH:23]=[CH:22][CH:21]=1)[CH2:14][CH2:15][CH3:16]. The catalyst is C1(C)C=CC=CC=1. The product is [O:12]=[C:10]1[CH2:9][N:8]([C:1]([O:3][C:4]([CH3:7])([CH3:6])[CH3:5])=[O:2])[CH2:11][C:18]([Sn:17]([CH2:13][CH2:14][CH2:15][CH3:16])([CH2:26][CH2:27][CH2:28][CH3:29])[CH2:30][CH2:31][CH2:32][CH3:33])=[C:19]1[C:20]1[CH:21]=[CH:22][CH:23]=[CH:24][CH:25]=1. The yield is 0.820. (2) The reactants are C(N(CC)CC)C.[CH3:8][C@@H:9]1[NH:13][CH2:12][C@@H:11]([CH2:14][N:15]2[C:23]3[C:18](=[CH:19][C:20]([C:24]4[CH:25]=[N:26][N:27]([CH:29]5[CH2:34][CH2:33][CH2:32][CH2:31][O:30]5)[CH:28]=4)=[CH:21][CH:22]=3)[CH:17]=[N:16]2)[CH2:10]1.[C:35](Cl)(=[O:44])[CH2:36][CH2:37][C:38]1[CH:43]=[CH:42][CH:41]=[CH:40][CH:39]=1.C(=O)(O)[O-].[Na+]. The catalyst is ClCCl.C(OCC)(=O)C. The product is [CH3:8][C@H:9]1[CH2:10][C@H:11]([CH2:14][N:15]2[C:23]3[C:18](=[CH:19][C:20]([C:24]4[CH:25]=[N:26][N:27]([CH:29]5[CH2:34][CH2:33][CH2:32][CH2:31][O:30]5)[CH:28]=4)=[CH:21][CH:22]=3)[CH:17]=[N:16]2)[CH2:12][N:13]1[C:35](=[O:44])[CH2:36][CH2:37][C:38]1[CH:43]=[CH:42][CH:41]=[CH:40][CH:39]=1. The yield is 0.550. (3) The reactants are [CH2:1]([N:3]1[C:7]([N:8]2[CH2:14][CH2:13][CH2:12][C@H:11]([NH:15][C:16](=[O:21])[C:17]([F:20])([F:19])[F:18])[CH2:10][CH2:9]2)=[C:6]([N+:22]([O-])=O)[CH:5]=[N:4]1)[CH3:2].[C:25]([O:29][C:30]([NH:32][C:33]1[S:37][C:36]([C:38]2[C:43]([F:44])=[CH:42][CH:41]=[CH:40][C:39]=2[F:45])=[N:35][C:34]=1[C:46](O)=[O:47])=[O:31])([CH3:28])([CH3:27])[CH3:26]. No catalyst specified. The product is [F:45][C:39]1[CH:40]=[CH:41][CH:42]=[C:43]([F:44])[C:38]=1[C:36]1[S:37][C:33]([NH:32][C:30](=[O:31])[O:29][C:25]([CH3:27])([CH3:26])[CH3:28])=[C:34]([C:46](=[O:47])[NH:22][C:6]2[CH:5]=[N:4][N:3]([CH2:1][CH3:2])[C:7]=2[N:8]2[CH2:14][CH2:13][CH2:12][C@H:11]([NH:15][C:16](=[O:21])[C:17]([F:20])([F:19])[F:18])[CH2:10][CH2:9]2)[N:35]=1. The yield is 0.660.